From a dataset of Reaction yield outcomes from USPTO patents with 853,638 reactions. Predict the reaction yield, written as a fraction of the theoretical maximum amount of product (1.0 means a 100% yield; for example, 0.34 means a 34% yield). (1) The reactants are [NH2:1][C:2]1[C:3]2[N:4]([C:8]([C@@H:30]3[CH2:34][CH2:33][CH2:32][NH:31]3)=[N:9][C:10]=2[C:11]2[CH:29]=[CH:28][C:14]([C:15]([NH:17][C:18]3[CH:23]=[C:22]([C:24]([F:27])([F:26])[F:25])[CH:21]=[CH:20][N:19]=3)=[O:16])=[CH:13][CH:12]=2)[CH:5]=[CH:6][N:7]=1.[C:35](O)(=[O:39])[C:36]#[C:37][CH3:38]. No catalyst specified. The product is [NH2:1][C:2]1[C:3]2[N:4]([C:8]([C@@H:30]3[CH2:34][CH2:33][CH2:32][N:31]3[C:35](=[O:39])[C:36]#[C:37][CH3:38])=[N:9][C:10]=2[C:11]2[CH:29]=[CH:28][C:14]([C:15]([NH:17][C:18]3[CH:23]=[C:22]([C:24]([F:25])([F:27])[F:26])[CH:21]=[CH:20][N:19]=3)=[O:16])=[CH:13][CH:12]=2)[CH:5]=[CH:6][N:7]=1. The yield is 0.311. (2) The reactants are [NH2:1][C:2]1[C:3]([CH3:14])=[C:4]([C:9]([F:13])=[C:10]([Br:12])[CH:11]=1)[C:5]([O:7][CH3:8])=[O:6].[O:15]1[CH2:20][CH2:19][C:18](=O)[CH2:17][CH2:16]1.C(O)(=O)C.C(O[BH-](OC(=O)C)OC(=O)C)(=O)C.[Na+].C([O-])(O)=O.[Na+]. The catalyst is ClCCCl.O. The product is [Br:12][C:10]1[C:9]([F:13])=[C:4]([C:3]([CH3:14])=[C:2]([NH:1][CH:18]2[CH2:19][CH2:20][O:15][CH2:16][CH2:17]2)[CH:11]=1)[C:5]([O:7][CH3:8])=[O:6]. The yield is 0.820. (3) The reactants are [CH3:1][O:2][C:3]1[CH:8]=[CH:7][C:6]([CH2:9]O)=[C:5]([C:11]([F:14])([F:13])[F:12])[CH:4]=1.P(Br)(Br)[Br:16]. The catalyst is C(Cl)Cl. The product is [Br:16][CH2:9][C:6]1[CH:7]=[CH:8][C:3]([O:2][CH3:1])=[CH:4][C:5]=1[C:11]([F:14])([F:13])[F:12]. The yield is 1.00. (4) The reactants are [CH2:1]([O:3][NH:4][CH2:5][C:6]1[C:7]([F:29])=[C:8]([F:28])[C:9]([NH:19][C:20]2[CH:25]=[CH:24][C:23]([I:26])=[CH:22][C:21]=2[F:27])=[C:10]([CH:18]=1)[C:11]([NH:13][O:14][CH2:15][CH2:16][OH:17])=[O:12])[CH3:2].[C:30](ON1C(=O)C2C=CC=CC=2N=N1)(=[O:32])[CH3:31]. The catalyst is C(O)(=O)C. The product is [C:30]([N:4]([CH2:5][C:6]1[C:7]([F:29])=[C:8]([F:28])[C:9]([NH:19][C:20]2[CH:25]=[CH:24][C:23]([I:26])=[CH:22][C:21]=2[F:27])=[C:10]([CH:18]=1)[C:11]([NH:13][O:14][CH2:15][CH2:16][OH:17])=[O:12])[O:3][CH2:1][CH3:2])(=[O:32])[CH3:31]. The yield is 0.710. (5) The yield is 0.710. The catalyst is CCOCC.C(OCC)(=O)C.[Cl-].[Cl-].[Zn+2]. The reactants are [OH:1][NH:2][C:3](=[NH:7])[CH:4]([CH3:6])[CH3:5].[OH:8][CH:9]1[CH2:14][CH2:13][N:12]([C:15]#N)[CH2:11][CH2:10]1. The product is [CH:4]([C:3]1[N:7]=[C:15]([N:12]2[CH2:13][CH2:14][CH:9]([OH:8])[CH2:10][CH2:11]2)[O:1][N:2]=1)([CH3:6])[CH3:5].